From a dataset of Peptide-MHC class II binding affinity with 134,281 pairs from IEDB. Regression. Given a peptide amino acid sequence and an MHC pseudo amino acid sequence, predict their binding affinity value. This is MHC class II binding data. (1) The MHC is DRB5_0101 with pseudo-sequence DRB5_0101. The peptide sequence is EPFPKEVWEQIFSTW. The binding affinity (normalized) is 0.316. (2) The peptide sequence is IFKISKTVSEGAVDI. The MHC is DRB1_1602 with pseudo-sequence DRB1_1602. The binding affinity (normalized) is 0.296. (3) The peptide sequence is KSSKPLVGPFNFRFM. The MHC is DRB1_1101 with pseudo-sequence DRB1_1101. The binding affinity (normalized) is 0.209. (4) The peptide sequence is KNIPQPVRALLEGFL. The MHC is H-2-IAd with pseudo-sequence H-2-IAd. The binding affinity (normalized) is 0.587. (5) The peptide sequence is DNSFVSAISQTEVKE. The MHC is DRB1_1301 with pseudo-sequence DRB1_1301. The binding affinity (normalized) is 0.452. (6) The peptide sequence is IKEKGKDKWIALKES. The MHC is DRB1_0101 with pseudo-sequence DRB1_0101. The binding affinity (normalized) is 0.266. (7) The peptide sequence is YAIGGSSNPTILSEG. The MHC is HLA-DQA10101-DQB10501 with pseudo-sequence HLA-DQA10101-DQB10501. The binding affinity (normalized) is 0. (8) The peptide sequence is EHGSDEWVAMTKGEGGVWTF. The MHC is DRB1_1602 with pseudo-sequence DRB1_1602. The binding affinity (normalized) is 0.452.